From a dataset of NCI-60 drug combinations with 297,098 pairs across 59 cell lines. Regression. Given two drug SMILES strings and cell line genomic features, predict the synergy score measuring deviation from expected non-interaction effect. (1) Drug 1: CN(C(=O)NC(C=O)C(C(C(CO)O)O)O)N=O. Drug 2: COCCOC1=C(C=C2C(=C1)C(=NC=N2)NC3=CC=CC(=C3)C#C)OCCOC.Cl. Cell line: NCIH23. Synergy scores: CSS=5.78, Synergy_ZIP=-4.98, Synergy_Bliss=-4.30, Synergy_Loewe=-9.32, Synergy_HSA=-2.82. (2) Drug 1: C1CN(CCN1C(=O)CCBr)C(=O)CCBr. Drug 2: CN(C(=O)NC(C=O)C(C(C(CO)O)O)O)N=O. Cell line: NCI-H226. Synergy scores: CSS=-2.87, Synergy_ZIP=2.04, Synergy_Bliss=1.98, Synergy_Loewe=-3.98, Synergy_HSA=-2.84. (3) Drug 1: CCC1(CC2CC(C3=C(CCN(C2)C1)C4=CC=CC=C4N3)(C5=C(C=C6C(=C5)C78CCN9C7C(C=CC9)(C(C(C8N6C=O)(C(=O)OC)O)OC(=O)C)CC)OC)C(=O)OC)O.OS(=O)(=O)O. Drug 2: CCC(=C(C1=CC=CC=C1)C2=CC=C(C=C2)OCCN(C)C)C3=CC=CC=C3.C(C(=O)O)C(CC(=O)O)(C(=O)O)O. Cell line: CCRF-CEM. Synergy scores: CSS=74.9, Synergy_ZIP=15.6, Synergy_Bliss=15.4, Synergy_Loewe=-30.3, Synergy_HSA=18.7. (4) Drug 1: CC1=C(C=C(C=C1)C(=O)NC2=CC(=CC(=C2)C(F)(F)F)N3C=C(N=C3)C)NC4=NC=CC(=N4)C5=CN=CC=C5. Drug 2: CS(=O)(=O)OCCCCOS(=O)(=O)C. Cell line: OVCAR-4. Synergy scores: CSS=1.93, Synergy_ZIP=-2.30, Synergy_Bliss=-3.24, Synergy_Loewe=-2.97, Synergy_HSA=-2.86.